From a dataset of Full USPTO retrosynthesis dataset with 1.9M reactions from patents (1976-2016). Predict the reactants needed to synthesize the given product. (1) Given the product [C:69]([NH:1][C:2]1[CH:3]=[C:4]([N:47]2[CH2:52][CH2:51][N:50]([C:53]([O:55][C:56]([CH3:59])([CH3:58])[CH3:57])=[O:54])[CH2:49][CH2:48]2)[CH:5]=[CH:6][C:7]=1[N:8]([C:40]([O:42][C:43]([CH3:46])([CH3:45])[CH3:44])=[O:41])[C:9]1[CH:14]=[C:13]([N:15]([CH3:39])[C:16]([N:18]([C:27]2[C:28]([Cl:38])=[C:29]([O:36][CH3:37])[CH:30]=[C:31]([O:34][CH3:35])[C:32]=2[Cl:33])[CH2:19][O:20][CH2:21][CH2:22][Si:23]([CH3:26])([CH3:24])[CH3:25])=[O:17])[N:12]=[CH:11][N:10]=1)(=[O:72])[CH:70]=[CH2:71], predict the reactants needed to synthesize it. The reactants are: [NH2:1][C:2]1[CH:3]=[C:4]([N:47]2[CH2:52][CH2:51][N:50]([C:53]([O:55][C:56]([CH3:59])([CH3:58])[CH3:57])=[O:54])[CH2:49][CH2:48]2)[CH:5]=[CH:6][C:7]=1[N:8]([C:40]([O:42][C:43]([CH3:46])([CH3:45])[CH3:44])=[O:41])[C:9]1[CH:14]=[C:13]([N:15]([CH3:39])[C:16]([N:18]([C:27]2[C:32]([Cl:33])=[C:31]([O:34][CH3:35])[CH:30]=[C:29]([O:36][CH3:37])[C:28]=2[Cl:38])[CH2:19][O:20][CH2:21][CH2:22][Si:23]([CH3:26])([CH3:25])[CH3:24])=[O:17])[N:12]=[CH:11][N:10]=1.CCN(C(C)C)C(C)C.[C:69](Cl)(=[O:72])[CH:70]=[CH2:71].CCOC(C)=O. (2) Given the product [CH2:24]([S:21]([C:18]1[CH:17]=[CH:16][C:15]([C@@H:9]([NH:8][C:6](=[O:7])[O:5][C:1]([CH3:4])([CH3:3])[CH3:2])[CH2:10][CH2:11][OH:12])=[CH:20][CH:19]=1)(=[O:23])=[O:22])[CH3:25], predict the reactants needed to synthesize it. The reactants are: [C:1]([O:5][C:6]([NH:8][C@H:9]([C:15]1[CH:20]=[CH:19][C:18]([S:21]([CH2:24][CH3:25])(=[O:23])=[O:22])=[CH:17][CH:16]=1)[CH2:10][C:11](OC)=[O:12])=[O:7])([CH3:4])([CH3:3])[CH3:2].[Li+].[BH4-]. (3) Given the product [NH:1]1[C:9]2[C:4](=[CH:5][CH:6]=[CH:7][CH:8]=2)[C:3]([C:10]2[NH:13][C:14]3[C:15]([C:16]([OH:18])=[O:17])=[CH:19][CH:20]=[CH:21][C:22]=3[N:23]=2)=[N:2]1, predict the reactants needed to synthesize it. The reactants are: [NH:1]1[C:9]2[C:4](=[CH:5][CH:6]=[CH:7][CH:8]=2)[C:3]([CH:10]=O)=[N:2]1.Cl.[NH2:13][C:14]1[C:22]([NH2:23])=[CH:21][CH:20]=[CH:19][C:15]=1[C:16]([OH:18])=[O:17].N1C2C(=CC=CC=2)C(C2NC3C=CC=CC=3N=2)=N1. (4) Given the product [CH:13]1([CH2:16][NH:12][CH2:11][CH2:10][N:1]2[C:9]3[C:4](=[CH:5][CH:6]=[CH:7][CH:8]=3)[CH:3]=[CH:2]2)[CH2:15][CH2:14]1, predict the reactants needed to synthesize it. The reactants are: [N:1]1([CH2:10][CH2:11][NH2:12])[C:9]2[C:4](=[CH:5][CH:6]=[CH:7][CH:8]=2)[CH:3]=[CH:2]1.[CH:13]1([CH:16]=O)[CH2:15][CH2:14]1.